From a dataset of Full USPTO retrosynthesis dataset with 1.9M reactions from patents (1976-2016). Predict the reactants needed to synthesize the given product. (1) The reactants are: [C:1]([O:5][C:6]([N:8]1[CH2:13][CH:12]=[C:11](OS(C(F)(F)F)(=O)=O)[CH2:10][CH2:9]1)=[O:7])([CH3:4])([CH3:3])[CH3:2].[Br-].[N:23]1[CH:28]=[CH:27][CH:26]=[CH:25][C:24]=1[Zn+]. Given the product [C:1]([O:5][C:6]([N:8]1[CH2:13][CH:12]=[C:11]([C:24]2[CH:25]=[CH:26][CH:27]=[CH:28][N:23]=2)[CH2:10][CH2:9]1)=[O:7])([CH3:4])([CH3:3])[CH3:2], predict the reactants needed to synthesize it. (2) Given the product [CH3:1][N:2]1[CH2:27][CH2:26][C:4]2([NH:8][CH:7]([C:9]3[N:14]=[C:13]([CH3:15])[CH:12]=[C:11]([C:16]4[CH:17]=[CH:18][C:19]([C:22]([F:25])([F:24])[F:23])=[CH:20][CH:21]=4)[N:10]=3)[CH2:6][CH2:5]2)[C:3]1=[O:28], predict the reactants needed to synthesize it. The reactants are: [CH3:1][N:2]1[CH2:27][CH2:26][C@:4]2([N:8]=[C:7]([C:9]3[N:14]=[C:13]([CH3:15])[CH:12]=[C:11]([C:16]4[CH:21]=[CH:20][C:19]([C:22]([F:25])([F:24])[F:23])=[CH:18][CH:17]=4)[N:10]=3)[CH2:6][CH2:5]2)[C:3]1=[O:28].C(N)(C)(C)C.B.Cl.CC(C)=O.C(=O)=O. (3) Given the product [C:1]([C:3]1[N:4]=[CH:5][N:6]2[C:15]=1[C@@H:14]([CH2:16][CH3:17])[N:13]([CH:18]1[CH2:22][CH2:21][CH2:20][CH2:19]1)[C:12]1[N:11]=[C:10]([NH:23][C:24]3[C:32]([O:33][CH3:34])=[CH:31][C:27]([C:28]([NH:53][CH:50]4[CH2:49][CH2:48][N:47]([CH:44]5[CH2:45][CH2:46][N:41]([CH2:37][CH:38]([CH3:40])[CH3:39])[CH2:42][CH2:43]5)[CH2:52][CH2:51]4)=[O:30])=[C:26]([F:35])[CH:25]=3)[N:9]=[CH:8][C:7]2=1)#[N:2], predict the reactants needed to synthesize it. The reactants are: [C:1]([C:3]1[N:4]=[CH:5][N:6]2[C:15]=1[C@@H:14]([CH2:16][CH3:17])[N:13]([CH:18]1[CH2:22][CH2:21][CH2:20][CH2:19]1)[C:12]1[N:11]=[C:10]([NH:23][C:24]3[C:32]([O:33][CH3:34])=[CH:31][C:27]([C:28]([OH:30])=O)=[C:26]([F:35])[CH:25]=3)[N:9]=[CH:8][C:7]2=1)#[N:2].Cl.[CH2:37]([N:41]1[CH2:46][CH2:45][CH:44]([N:47]2[CH2:52][CH2:51][CH:50]([NH2:53])[CH2:49][CH2:48]2)[CH2:43][CH2:42]1)[CH:38]([CH3:40])[CH3:39]. (4) Given the product [C:16]([C:15]1[C:14](=[C:15]([C:14]#[N:18])[C:16]#[N:17])[O:12][C:9]([CH3:11])([CH3:10])[C:8]=1[C:5]1[CH:6]=[CH:7][C:2]([F:1])=[CH:3][CH:4]=1)#[N:17], predict the reactants needed to synthesize it. The reactants are: [F:1][C:2]1[CH:7]=[CH:6][C:5]([C:8](=O)[C:9]([OH:12])([CH3:11])[CH3:10])=[CH:4][CH:3]=1.[C:14](#[N:18])[CH2:15][C:16]#[N:17]. (5) Given the product [C:1]([N:12]1[C:13]2[C:8](=[CH:7][C:6]([Br:5])=[CH:15][CH:14]=2)[C@H:9]([NH:17][CH:18]=[O:19])[CH2:10][C@@H:11]1[CH3:16])(=[O:3])[CH3:2], predict the reactants needed to synthesize it. The reactants are: [C:1](Cl)(=[O:3])[CH3:2].[Br:5][C:6]1[CH:7]=[C:8]2[C:13](=[CH:14][CH:15]=1)[NH:12][C@@H:11]([CH3:16])[CH2:10][C@H:9]2[NH:17][CH:18]=[O:19].Cl. (6) Given the product [CH2:6]([O:5][C:3](=[O:4])[CH:2]([OH:1])[C:8]1[CH:9]=[CH:10][C:11]([C:14]([F:15])([F:16])[F:17])=[CH:12][CH:13]=1)[CH3:7], predict the reactants needed to synthesize it. The reactants are: [O:1]=[C:2]([C:8]1[CH:13]=[CH:12][C:11]([C:14]([F:17])([F:16])[F:15])=[CH:10][CH:9]=1)[C:3]([O:5][CH2:6][CH3:7])=[O:4].[BH4-].[Na+].